This data is from Peptide-MHC class I binding affinity with 185,985 pairs from IEDB/IMGT. The task is: Regression. Given a peptide amino acid sequence and an MHC pseudo amino acid sequence, predict their binding affinity value. This is MHC class I binding data. (1) The peptide sequence is EFVSANLAM. The MHC is HLA-A24:03 with pseudo-sequence HLA-A24:03. The binding affinity (normalized) is 0.0847. (2) The peptide sequence is TLDNILGIL. The MHC is HLA-A02:01 with pseudo-sequence HLA-A02:01. The binding affinity (normalized) is 0.611. (3) The peptide sequence is HRLMSAAIK. The MHC is HLA-B48:01 with pseudo-sequence HLA-B48:01. The binding affinity (normalized) is 0.0847.